This data is from Catalyst prediction with 721,799 reactions and 888 catalyst types from USPTO. The task is: Predict which catalyst facilitates the given reaction. Product: [CH3:11][O:12][C:13]1[CH:41]=[CH:40][C:16]([CH2:17][NH:19][C:20]2[C:21]([CH3:39])=[C:22]([CH3:38])[C:23]3[O:27][C:26]([CH3:29])([CH3:28])[CH:25]([C:30]4[CH:31]=[CH:32][CH:33]=[CH:34][CH:35]=4)[C:24]=3[C:36]=2[CH3:37])=[CH:15][CH:14]=1. Reactant: [Cl-].[Al+3].[Cl-].[Cl-].[H-].[Al+3].[Li+].[H-].[H-].[H-].[CH3:11][O:12][C:13]1[CH:41]=[CH:40][C:16]([C:17]([NH:19][C:20]2[C:21]([CH3:39])=[C:22]([CH3:38])[C:23]3[O:27][C:26]([CH3:29])([CH3:28])[CH:25]([C:30]4[CH:35]=[CH:34][CH:33]=[CH:32][CH:31]=4)[C:24]=3[C:36]=2[CH3:37])=O)=[CH:15][CH:14]=1.[OH-].[Na+]. The catalyst class is: 7.